Dataset: Catalyst prediction with 721,799 reactions and 888 catalyst types from USPTO. Task: Predict which catalyst facilitates the given reaction. (1) Reactant: C(=O)([O-])[O-].[K+].[K+].[CH3:7]I.[Cl:9][C:10]1[CH:11]=[C:12]2[C:16](=[CH:17][CH:18]=1)[NH:15][N:14]=[C:13]2[C:19]#[N:20]. Product: [Cl:9][C:10]1[CH:11]=[C:12]2[C:16](=[CH:17][CH:18]=1)[N:15]([CH3:7])[N:14]=[C:13]2[C:19]#[N:20]. The catalyst class is: 21. (2) Reactant: [CH3:1][C:2]1([CH3:34])[CH2:7][CH2:6][C:5]([C:8]2[C:13]([NH:14][C:15]([C:17]3[NH:18][CH:19]=[C:20]([C:22]#[N:23])[N:21]=3)=[O:16])=[CH:12][CH:11]=[C:10]([CH:24]3[CH2:29][C:28]([CH3:31])([CH3:30])[O:27][C:26]([CH3:33])([CH3:32])[CH2:25]3)[N:9]=2)=[CH:4][CH2:3]1.[ClH:35]. Product: [ClH:35].[CH3:1][C:2]1([CH3:34])[CH2:7][CH2:6][C:5]([C:8]2[C:13]([NH:14][C:15]([C:17]3[NH:18][CH:19]=[C:20]([C:22]#[N:23])[N:21]=3)=[O:16])=[CH:12][CH:11]=[C:10]([CH:24]3[CH2:25][C:26]([CH3:33])([CH3:32])[O:27][C:28]([CH3:31])([CH3:30])[CH2:29]3)[N:9]=2)=[CH:4][CH2:3]1. The catalyst class is: 14. (3) Reactant: C1(P(C2C=CC=CC=2)C2C=CC=CC=2)C=CC=CC=1.CC(OC(/N=N/C(OC(C)C)=O)=O)C.[Br:34][C:35]1[N:40]=[C:39]([N+:41]([O-:43])=[O:42])[C:38]([OH:44])=[CH:37][CH:36]=1.[Br:45][CH2:46][CH2:47][CH2:48]O. Product: [Br:34][C:35]1[N:40]=[C:39]([N+:41]([O-:43])=[O:42])[C:38]([O:44][CH2:48][CH2:47][CH2:46][Br:45])=[CH:37][CH:36]=1. The catalyst class is: 1. (4) Reactant: C(OC([N:8]1[CH2:13][CH2:12][N:11]([C:14]2[C:19]([CH3:20])=[CH:18][C:17]([C:21]([F:24])([F:23])[F:22])=[CH:16][N:15]=2)[CH2:10][CH2:9]1)=O)(C)(C)C.Cl.C(OCC)(=O)C.C(Cl)(Cl)Cl.C(=O)([O-])O.[Na+]. Product: [CH3:20][C:19]1[C:14]([N:11]2[CH2:10][CH2:9][NH:8][CH2:13][CH2:12]2)=[N:15][CH:16]=[C:17]([C:21]([F:24])([F:23])[F:22])[CH:18]=1. The catalyst class is: 6.